From a dataset of Forward reaction prediction with 1.9M reactions from USPTO patents (1976-2016). Predict the product of the given reaction. (1) Given the reactants [CH:1]1([CH2:7][NH:8][C:9]([NH2:11])=[S:10])[CH2:6][CH2:5][CH2:4][CH2:3][CH2:2]1.Br[C:13]([CH3:20])([CH3:19])[C:14](OCC)=[O:15], predict the reaction product. The product is: [CH:1]1([CH2:7][NH:8][C:9]2[S:10][C:13]([CH3:20])([CH3:19])[C:14](=[O:15])[N:11]=2)[CH2:6][CH2:5][CH2:4][CH2:3][CH2:2]1. (2) Given the reactants [C:1]([C:3]1[CH:4]=[CH:5][C:6]([NH:9][CH2:10][CH2:11][NH:12][C:13]2[N:18]3[N:19]=[C:20]([CH:22]4[CH2:27][CH2:26][N:25]([CH2:28][C:29]([O:31]CC)=[O:30])[CH2:24][CH2:23]4)[N:21]=[C:17]3[CH:16]=[C:15]([C:34]3[CH:39]=[CH:38][C:37]([Cl:40])=[CH:36][C:35]=3[Cl:41])[N:14]=2)=[N:7][CH:8]=1)#[N:2].O.[OH-].[Na+], predict the reaction product. The product is: [C:1]([C:3]1[CH:4]=[CH:5][C:6]([NH:9][CH2:10][CH2:11][NH:12][C:13]2[N:18]3[N:19]=[C:20]([CH:22]4[CH2:27][CH2:26][N:25]([CH2:28][C:29]([OH:31])=[O:30])[CH2:24][CH2:23]4)[N:21]=[C:17]3[CH:16]=[C:15]([C:34]3[CH:39]=[CH:38][C:37]([Cl:40])=[CH:36][C:35]=3[Cl:41])[N:14]=2)=[N:7][CH:8]=1)#[N:2]. (3) Given the reactants [Cl:1][C:2]1[CH:3]=[C:4]([CH:21]=[CH:22][CH:23]=1)[CH2:5][NH:6][C:7](=[O:20])[C:8]1[CH:13]=[C:12]([N+:14]([O-])=O)[C:11]([CH3:17])=[C:10]([C:18]#[N:19])[CH:9]=1.[Sn](Cl)Cl.NC1C=CC=CC=1, predict the reaction product. The product is: [NH2:14][C:12]1[CH:13]=[C:8]([CH:9]=[C:10]([C:18]#[N:19])[C:11]=1[CH3:17])[C:7]([NH:6][CH2:5][C:4]1[CH:21]=[CH:22][CH:23]=[C:2]([Cl:1])[CH:3]=1)=[O:20]. (4) Given the reactants [F:1][C:2]1[CH:21]=[CH:20][C:5]([CH2:6][O:7][C:8]2[CH:13]=[CH:12][C:11]([CH:14]([OH:19])[C:15]([O:17][CH3:18])=[O:16])=[CH:10][CH:9]=2)=[CH:4][CH:3]=1.[H-].[Na+].[CH3:24][O:25][CH2:26][CH2:27][O:28][CH2:29]Cl.O, predict the reaction product. The product is: [F:1][C:2]1[CH:3]=[CH:4][C:5]([CH2:6][O:7][C:8]2[CH:13]=[CH:12][C:11]([CH:14]([O:19][CH2:24][O:25][CH2:26][CH2:27][O:28][CH3:29])[C:15]([O:17][CH3:18])=[O:16])=[CH:10][CH:9]=2)=[CH:20][CH:21]=1.